Dataset: Full USPTO retrosynthesis dataset with 1.9M reactions from patents (1976-2016). Task: Predict the reactants needed to synthesize the given product. (1) Given the product [Br:1][C:2]1[C:7]([O:8][CH2:9][C:10]([OH:12])=[O:11])=[C:6]([O:15][CH3:16])[C:5]([O:17][CH:18]([F:19])[F:20])=[CH:4][CH:3]=1, predict the reactants needed to synthesize it. The reactants are: [Br:1][C:2]1[C:7]([O:8][CH2:9][C:10]([O:12]CC)=[O:11])=[C:6]([O:15][CH3:16])[C:5]([O:17][CH:18]([F:20])[F:19])=[CH:4][CH:3]=1.[OH-].[Li+]. (2) Given the product [C:19]([C:17]1[N:16]([CH3:23])[N:15]=[C:14]([N:6]2[C:7](=[O:13])[C:8]([O:11][CH3:12])=[C:9]([Cl:10])[CH:5]2[OH:4])[CH:18]=1)([CH3:22])([CH3:20])[CH3:21], predict the reactants needed to synthesize it. The reactants are: C([O:4][CH:5]1[C:9]([Cl:10])=[C:8]([O:11][CH3:12])[C:7](=[O:13])[N:6]1[C:14]1[CH:18]=[C:17]([C:19]([CH3:22])([CH3:21])[CH3:20])[N:16]([CH3:23])[N:15]=1)(=O)C.Cl.